This data is from Forward reaction prediction with 1.9M reactions from USPTO patents (1976-2016). The task is: Predict the product of the given reaction. (1) Given the reactants [Cl:1][C:2]1[CH:7]=[C:6]([N+:8]([O-:10])=[O:9])[CH:5]=[C:4]([Cl:11])[C:3]=1I.[C:13]1(B(O)O)[CH:18]=[CH:17][CH:16]=[CH:15][CH:14]=1.C(=O)([O-])[O-].[Na+].[Na+].ClCCl, predict the reaction product. The product is: [Cl:1][C:2]1[CH:7]=[C:6]([N+:8]([O-:10])=[O:9])[CH:5]=[C:4]([Cl:11])[C:3]=1[C:13]1[CH:18]=[CH:17][CH:16]=[CH:15][CH:14]=1. (2) Given the reactants CN(C(ON1N=NC2C=CC=NC1=2)=[N+](C)C)C.F[P-](F)(F)(F)(F)F.[N:25]1[CH:30]=[CH:29][CH:28]=[CH:27][C:26]=1[NH:31][C:32]1[CH:47]=[CH:46][C:35]([O:36][C:37]2[N:45]=[CH:44][CH:43]=[CH:42][C:38]=2[C:39]([OH:41])=O)=[CH:34][CH:33]=1.C(N(C(C)C)CC)(C)C.[CH2:57]([NH2:61])[CH:58]([CH3:60])[CH3:59], predict the reaction product. The product is: [CH2:57]([NH:61][C:39](=[O:41])[C:38]1[CH:42]=[CH:43][CH:44]=[N:45][C:37]=1[O:36][C:35]1[CH:34]=[CH:33][C:32]([NH:31][C:26]2[CH:27]=[CH:28][CH:29]=[CH:30][N:25]=2)=[CH:47][CH:46]=1)[CH:58]([CH3:60])[CH3:59]. (3) Given the reactants [Cl:1][C:2]1[N:7]=[C:6]([NH2:8])[CH:5]=[CH:4][CH:3]=1.C(N(CC)CC)C.[CH3:16][C:17]([CH3:22])([CH3:21])[C:18](Cl)=[O:19].Cl, predict the reaction product. The product is: [Cl:1][C:2]1[N:7]=[C:6]([NH:8][C:18](=[O:19])[C:17]([CH3:22])([CH3:21])[CH3:16])[CH:5]=[CH:4][CH:3]=1.